From a dataset of Experimental lipophilicity measurements (octanol/water distribution) for 4,200 compounds from AstraZeneca. Regression/Classification. Given a drug SMILES string, predict its absorption, distribution, metabolism, or excretion properties. Task type varies by dataset: regression for continuous measurements (e.g., permeability, clearance, half-life) or binary classification for categorical outcomes (e.g., BBB penetration, CYP inhibition). For this dataset (lipophilicity_astrazeneca), we predict Y. (1) The molecule is CN1c2ccccc2C(NCCCCCCC(=O)O)c2ccc(Cl)cc2S1(=O)=O. The Y is 1.33 logD. (2) The drug is O=c1[nH]c([C@@H]2CCCN2)nc2c1oc1ccc(Br)cc12. The Y is 2.19 logD. (3) The compound is Cc1cccc(Nc2ccccc2C(=O)O)c1C. The Y is 1.89 logD. (4) The molecule is N#Cc1c(-c2ccc(-c3ccccc3C(F)(F)F)cc2)nc2ccncc2c1O. The Y is 3.30 logD.